Dataset: Forward reaction prediction with 1.9M reactions from USPTO patents (1976-2016). Task: Predict the product of the given reaction. (1) Given the reactants C[O:2][C:3]([C:5]1[CH:6]=[N:7][N:8]([C:13]2[CH:18]=[CH:17][C:16]([S:19]([CH3:22])(=[O:21])=[O:20])=[CH:15][C:14]=2[Cl:23])[C:9]=1[CH:10]1[CH2:12][CH2:11]1)=O.[NH2:24][C:25]([NH2:27])=[NH:26], predict the reaction product. The product is: [CH:10]1([C:9]2[N:8]([C:13]3[CH:18]=[CH:17][C:16]([S:19]([CH3:22])(=[O:20])=[O:21])=[CH:15][C:14]=3[Cl:23])[N:7]=[CH:6][C:5]=2[C:3]([NH:26][C:25]([NH2:27])=[NH:24])=[O:2])[CH2:11][CH2:12]1. (2) Given the reactants [C:1]([C:5]1[CH:18]=[CH:17][C:8]([CH2:9][NH:10][C:11](=[N:14][C:15]#[N:16])SC)=[CH:7][CH:6]=1)([CH3:4])([CH3:3])[CH3:2].[NH2:19][CH2:20][CH2:21][C:22]1[CH:27]=[CH:26][CH:25]=[CH:24][N:23]=1, predict the reaction product. The product is: [C:15]([N:14]=[C:11]([NH:19][CH2:20][CH2:21][C:22]1[CH:27]=[CH:26][CH:25]=[CH:24][N:23]=1)[NH:10][CH2:9][C:8]1[CH:17]=[CH:18][C:5]([C:1]([CH3:4])([CH3:3])[CH3:2])=[CH:6][CH:7]=1)#[N:16]. (3) Given the reactants [CH3:1][C@H:2]([N:5]([CH2:13][CH2:14][CH2:15][NH:16][C:17]([O:19][C:20]([CH3:23])([CH3:22])[CH3:21])=[O:18])[C:6](=[O:12])[O:7][C:8]([CH3:11])([CH3:10])[CH3:9])[C:3]#[CH:4].[N:24]([Si](C)(C)C)=[N+:25]=[N-:26], predict the reaction product. The product is: [C:8]([O:7][C:6](=[O:12])[N:5]([C@H:2]([C:3]1[CH:4]=[N:26][NH:25][N:24]=1)[CH3:1])[CH2:13][CH2:14][CH2:15][NH:16][C:17]([O:19][C:20]([CH3:22])([CH3:21])[CH3:23])=[O:18])([CH3:9])([CH3:10])[CH3:11].